This data is from Forward reaction prediction with 1.9M reactions from USPTO patents (1976-2016). The task is: Predict the product of the given reaction. (1) Given the reactants [CH2:1]([C:4]1[C:5]([OH:30])=[C:6]([C:20]([O:22][CH2:23][C:24]2[CH:29]=[CH:28][CH:27]=[CH:26][CH:25]=2)=[O:21])[C:7](=[O:19])[NH:8][C:9]=1[C:10]1[CH:15]=[CH:14][C:13]([N:16]([CH3:18])[CH3:17])=[CH:12][CH:11]=1)[CH:2]=[CH2:3], predict the reaction product. The product is: [CH3:17][N:16]([CH3:18])[C:13]1[CH:14]=[CH:15][C:10]([C:9]2[NH:8][C:7](=[O:19])[C:6]([C:20]([O:22][CH2:23][C:24]3[CH:29]=[CH:28][CH:27]=[CH:26][CH:25]=3)=[O:21])=[C:5]([OH:30])[C:4]=2/[CH:1]=[CH:2]/[CH3:3])=[CH:11][CH:12]=1. (2) The product is: [C:19]1([SiH:25]2[C:11]3[CH:10]=[CH:9][CH:8]=[CH:7][C:6]=3[O:12][C:13]3[C:14]2=[CH:15][CH:16]=[CH:17][CH:18]=3)[CH:24]=[CH:23][CH:22]=[CH:21][CH:20]=1. Given the reactants [Li]C(C)(C)C.[C:6]1([O:12][C:13]2[CH:18]=[CH:17][CH:16]=[CH:15][CH:14]=2)[CH:11]=[CH:10][CH:9]=[CH:8][CH:7]=1.[C:19]1([SiH3:25])[CH:24]=[CH:23][CH:22]=[CH:21][CH:20]=1, predict the reaction product. (3) The product is: [F:49][C:33]1[CH:32]=[C:31]([NH:30][C:28]2[N:27]=[CH:26][N:25]=[C:24]([C:22]3[CH:21]=[CH:20][C:4]([O:5][C@H:6]4[CH2:11][CH2:10][NH:9][CH2:8][C@H:7]4[F:19])=[C:3]([CH:23]=3)[C:1]#[N:2])[N:29]=2)[CH:36]=[CH:35][C:34]=1[N:37]1[CH2:38][CH2:39][N:40]([CH:43]2[CH2:48][CH2:47][O:46][CH2:45][CH2:44]2)[CH2:41][CH2:42]1. Given the reactants [C:1]([C:3]1[CH:23]=[C:22]([C:24]2[N:29]=[C:28]([NH:30][C:31]3[CH:36]=[CH:35][C:34]([N:37]4[CH2:42][CH2:41][N:40]([CH:43]5[CH2:48][CH2:47][O:46][CH2:45][CH2:44]5)[CH2:39][CH2:38]4)=[C:33]([F:49])[CH:32]=3)[N:27]=[CH:26][N:25]=2)[CH:21]=[CH:20][C:4]=1[O:5][C@H:6]1[CH2:11][CH2:10][N:9](C(OC(C)(C)C)=O)[CH2:8][C@H:7]1[F:19])#[N:2].FC(F)(F)C(O)=O.C(=O)(O)[O-].[Na+], predict the reaction product. (4) The product is: [C:7]([O:48][C:45](=[O:46])[NH:1][CH2:2][CH2:3][CH2:4][N:5]1[C:14]2[CH:13]=[CH:12][C:11]([Cl:15])=[CH:10][C:9]=2[C:8]2=[N:16][N:17]([CH:30]3[CH2:31][CH2:32][CH2:33][CH2:34][O:36]3)[C:18]([CH2:19][CH:20]=[O:21])=[C:7]2[C:6]1=[O:22])([CH3:8])([CH3:18])[CH3:6]. Given the reactants [NH2:1][CH2:2][CH2:3][CH2:4][N:5]1[C:14]2[CH:13]=[CH:12][C:11]([Cl:15])=[CH:10][C:9]=2[C:8]2=[N:16][NH:17][C:18]([CH2:19][CH2:20][OH:21])=[C:7]2[C:6]1=[O:22].CC(OI1(OC(C)=O)(OC(C)=O)[O:36][C:34](=O)[C:33]2[CH:32]=[CH:31][CH:30]=CC1=2)=O.[C:45]([O-:48])(O)=[O:46].[Na+], predict the reaction product. (5) Given the reactants [Si:1]([O:8][C@@H:9]1[C@H:13]([CH3:14])[N:12]([C:15]([O:17][C:18]([CH3:21])([CH3:20])[CH3:19])=[O:16])[C@H:11]([C:22]([O:24]C)=[O:23])[CH2:10]1)([C:4]([CH3:7])([CH3:6])[CH3:5])([CH3:3])[CH3:2].[Li+].[OH-].C(O)(=O)C, predict the reaction product. The product is: [C:18]([O:17][C:15]([N:12]1[C@@H:13]([CH3:14])[C@@H:9]([O:8][Si:1]([C:4]([CH3:7])([CH3:6])[CH3:5])([CH3:3])[CH3:2])[CH2:10][C@H:11]1[C:22]([OH:24])=[O:23])=[O:16])([CH3:19])([CH3:20])[CH3:21]. (6) Given the reactants Br[CH2:2][C:3]1[C:12]2[C:7](=[CH:8][C:9]([O:13][CH3:14])=[CH:10][CH:11]=2)[O:6][C:5](=[O:15])[CH:4]=1.Cl.[OH-:17].[Na+], predict the reaction product. The product is: [CH3:14][O:13][C:9]1[CH:10]=[CH:11][C:12]2[C:3]([CH2:4][C:5]([OH:15])=[O:17])=[CH:2][O:6][C:7]=2[CH:8]=1. (7) Given the reactants [NH2:1][CH2:2][C:3]1[CH:8]=[CH:7][C:6]([S:9]([NH:12][C:13]2[C:22]([NH:23][C:24]3[CH:29]=[C:28]([O:30][CH3:31])[CH:27]=[C:26]([O:32][CH3:33])[C:25]=3[O:34][CH2:35][CH2:36][CH2:37][OH:38])=[N:21][C:20]3[C:15](=[CH:16][CH:17]=[CH:18][CH:19]=3)[N:14]=2)(=[O:11])=[O:10])=[CH:5][CH:4]=1.[C:39](O)(=[O:41])[CH3:40].O, predict the reaction product. The product is: [OH:38][CH2:37][CH2:36][CH2:35][O:34][C:25]1[C:26]([O:32][CH3:33])=[CH:27][C:28]([O:30][CH3:31])=[CH:29][C:24]=1[NH:23][C:22]1[C:13]([NH:12][S:9]([C:6]2[CH:7]=[CH:8][C:3]([CH2:2][NH:1][C:39](=[O:41])[CH3:40])=[CH:4][CH:5]=2)(=[O:11])=[O:10])=[N:14][C:15]2[C:20]([N:21]=1)=[CH:19][CH:18]=[CH:17][CH:16]=2.